From a dataset of Forward reaction prediction with 1.9M reactions from USPTO patents (1976-2016). Predict the product of the given reaction. (1) Given the reactants C[O-].[Na+].[CH3:4][O:5][C:6]1[CH:7]=[C:8]2[C:12](=[CH:13][CH:14]=1)[NH:11][CH:10]=[C:9]2[CH2:15][C:16]#[N:17].[CH3:18][N:19]1[CH:23]=[C:22](C=O)[CH:21]=[N:20]1.[CH2:26](OCC)C, predict the reaction product. The product is: [CH3:4][O:5][C:6]1[CH:7]=[C:8]2[C:12](=[CH:13][CH:14]=1)[NH:11][CH:10]=[C:9]2/[C:15](=[CH:26]/[C:21]1[CH:22]=[CH:23][N:19]([CH3:18])[N:20]=1)/[C:16]#[N:17]. (2) Given the reactants Cl[C:2]1[N:10]=[C:9]2[C:5]([N:6]=[C:7]([CH2:12][N:13]3[CH2:18][CH2:17][CH:16]([C:19]([OH:22])([CH3:21])[CH3:20])[CH2:15][CH2:14]3)[N:8]2[CH3:11])=[C:4]([N:23]2[CH2:28][CH2:27][O:26][CH2:25][CH2:24]2)[N:3]=1.[CH2:29]([O:31][C:32]1[NH:36][C:35]2[CH:37]=[CH:38][CH:39]=[CH:40][C:34]=2[N:33]=1)[CH3:30], predict the reaction product. The product is: [CH2:29]([O:31][C:32]1[N:33]([C:2]2[N:10]=[C:9]3[C:5]([N:6]=[C:7]([CH2:12][N:13]4[CH2:14][CH2:15][CH:16]([C:19]([OH:22])([CH3:20])[CH3:21])[CH2:17][CH2:18]4)[N:8]3[CH3:11])=[C:4]([N:23]3[CH2:28][CH2:27][O:26][CH2:25][CH2:24]3)[N:3]=2)[C:34]2[CH:40]=[CH:39][CH:38]=[CH:37][C:35]=2[N:36]=1)[CH3:30]. (3) Given the reactants [CH3:1][C:2]1[CH:7]=[CH:6][C:5]([CH3:8])=[CH:4][C:3]=1[C:9]1[C:13]([NH2:14])=[CH:12][NH:11][N:10]=1.[N:15]1[N:19]2[CH:20]=[CH:21][CH:22]=[N:23][C:18]2=[C:17]([C:24](O)=[O:25])[CH:16]=1.F[P-](F)(F)(F)(F)F.N1(O[P+](N2CCCC2)(N2CCCC2)N2CCCC2)C2N=CC=CC=2N=N1.C(N(CC)C(C)C)(C)C, predict the reaction product. The product is: [CH3:1][C:2]1[CH:7]=[CH:6][C:5]([CH3:8])=[CH:4][C:3]=1[C:9]1[C:13]([NH:14][C:24]([C:17]2[CH:16]=[N:15][N:19]3[CH:20]=[CH:21][CH:22]=[N:23][C:18]=23)=[O:25])=[CH:12][NH:11][N:10]=1. (4) Given the reactants [Cl:1][C:2]1[N:7]=[C:6]([NH:8][C:9]2[CH:14]=[CH:13][C:12](OC)=[C:11](Cl)[CH:10]=2)[N:5]=[C:4]([NH:18][C:19]2[CH:24]=[CH:23][C:22]([O:25][CH3:26])=[C:21]([Cl:27])[CH:20]=2)[N:3]=1.Cl[C:29]1C=C(NC2N=C(Cl)N=C(Cl)N=2)C=CC=1OC.[OH-].[Na+], predict the reaction product. The product is: [Cl:1][C:2]1[N:3]=[C:4]([NH:18][C:19]2[CH:24]=[CH:23][C:22]([O:25][CH3:26])=[C:21]([Cl:27])[CH:20]=2)[N:5]=[C:6]([NH:8][CH:9]2[CH2:14][CH2:13][CH2:12][CH2:29][CH2:11][CH2:10]2)[N:7]=1. (5) Given the reactants [CH3:1][C@@H:2]1[O:6][S:5](=[O:7])[N:4]([C:8]([O:10][C:11]([CH3:14])([CH3:13])[CH3:12])=[O:9])[CH2:3]1.I([O-])(=O)(=O)=[O:16].[Na+], predict the reaction product. The product is: [CH3:1][C@@H:2]1[O:6][S:5](=[O:16])(=[O:7])[N:4]([C:8]([O:10][C:11]([CH3:13])([CH3:12])[CH3:14])=[O:9])[CH2:3]1. (6) Given the reactants [I:1][C:2]1[CH:7]=[CH:6][C:5]([NH:8][NH2:9])=[CH:4][CH:3]=1.[OH:10][C:11]1[CH:18]=[C:17]([OH:19])[CH:16]=[CH:15][C:12]=1[CH:13]=O, predict the reaction product. The product is: [I:1][C:2]1[CH:7]=[CH:6][C:5]([NH:8][N:9]=[CH:13][C:12]2[CH:15]=[CH:16][C:17]([OH:19])=[CH:18][C:11]=2[OH:10])=[CH:4][CH:3]=1. (7) The product is: [Br:1][CH2:21][C:19]1[S:20][C:16]([C:11]2[CH:12]=[CH:13][CH:14]=[CH:15][C:10]=2[Cl:9])=[CH:17][N:18]=1. Given the reactants [Br:1]N1C(=O)CCC1=O.[Cl:9][C:10]1[CH:15]=[CH:14][CH:13]=[CH:12][C:11]=1[C:16]1[S:20][C:19]([CH3:21])=[N:18][CH:17]=1, predict the reaction product. (8) Given the reactants [Cl:1][C:2]1[N:10]=[C:9]2[C:5]([N:6]=[CH:7][NH:8]2)=[C:4]([Cl:11])[N:3]=1.[H-].[Na+].I[CH:15]([CH3:17])[CH3:16].O, predict the reaction product. The product is: [Cl:1][C:2]1[N:10]=[C:9]2[C:5]([N:6]=[CH:7][N:8]2[CH:15]([CH3:17])[CH3:16])=[C:4]([Cl:11])[N:3]=1. (9) Given the reactants [Cl:1][C:2]1[CH:7]=[C:6]([Cl:8])[CH:5]=[CH:4][C:3]=1[C@H:9]([N:11]1[C:19]2[C:14](=[CH:15][CH:16]=[C:17]([N:20]3[CH2:25][CH2:24][NH:23][C@H:22]([CH3:26])[CH2:21]3)[CH:18]=2)[CH:13]=[N:12]1)[CH3:10].C(OC([N:34]1[CH2:38][CH2:37][CH2:36][C@@H:35]1[C:39](O)=[O:40])=O)(C)(C)C.CN(C(ON1N=NC2C=CC=NC1=2)=[N+](C)C)C.F[P-](F)(F)(F)(F)F.CCN(CC)CC, predict the reaction product. The product is: [Cl:1][C:2]1[CH:7]=[C:6]([Cl:8])[CH:5]=[CH:4][C:3]=1[C@H:9]([N:11]1[C:19]2[C:14](=[CH:15][CH:16]=[C:17]([N:20]3[CH2:25][CH2:24][N:23]([C:39]([C@H:35]4[CH2:36][CH2:37][CH2:38][NH:34]4)=[O:40])[C@H:22]([CH3:26])[CH2:21]3)[CH:18]=2)[CH:13]=[N:12]1)[CH3:10]. (10) Given the reactants [Cl:1][C:2]1[CH:10]=[CH:9][C:8]2[NH:7][C:6]3[CH2:11][CH2:12][N:13]([CH2:15][CH2:16][C:17]([CH3:20])([OH:19])[CH3:18])[CH2:14][C:5]=3[C:4]=2[CH:3]=1.Br[CH:22]=[C:23]([C:25]1[CH:30]=[CH:29][C:28]([F:31])=[CH:27][CH:26]=1)[CH3:24].N1CCC[C@H]1C(O)=O.P([O-])([O-])([O-])=O.[K+].[K+].[K+], predict the reaction product. The product is: [Cl:1][C:2]1[CH:10]=[CH:9][C:8]2[N:7](/[CH:22]=[C:23](/[C:25]3[CH:30]=[CH:29][C:28]([F:31])=[CH:27][CH:26]=3)\[CH3:24])[C:6]3[CH2:11][CH2:12][N:13]([CH2:15][CH2:16][C:17]([CH3:20])([OH:19])[CH3:18])[CH2:14][C:5]=3[C:4]=2[CH:3]=1.